From a dataset of NCI-60 drug combinations with 297,098 pairs across 59 cell lines. Regression. Given two drug SMILES strings and cell line genomic features, predict the synergy score measuring deviation from expected non-interaction effect. (1) Drug 1: C1=C(C(=O)NC(=O)N1)F. Drug 2: CC1C(C(=O)NC(C(=O)N2CCCC2C(=O)N(CC(=O)N(C(C(=O)O1)C(C)C)C)C)C(C)C)NC(=O)C3=C4C(=C(C=C3)C)OC5=C(C(=O)C(=C(C5=N4)C(=O)NC6C(OC(=O)C(N(C(=O)CN(C(=O)C7CCCN7C(=O)C(NC6=O)C(C)C)C)C)C(C)C)C)N)C. Cell line: HCT116. Synergy scores: CSS=50.0, Synergy_ZIP=2.79, Synergy_Bliss=3.80, Synergy_Loewe=3.50, Synergy_HSA=3.52. (2) Drug 1: C1=NC2=C(N=C(N=C2N1C3C(C(C(O3)CO)O)F)Cl)N. Drug 2: CCCCC(=O)OCC(=O)C1(CC(C2=C(C1)C(=C3C(=C2O)C(=O)C4=C(C3=O)C=CC=C4OC)O)OC5CC(C(C(O5)C)O)NC(=O)C(F)(F)F)O. Cell line: NCI-H522. Synergy scores: CSS=31.3, Synergy_ZIP=4.49, Synergy_Bliss=-0.524, Synergy_Loewe=-2.88, Synergy_HSA=-2.62. (3) Drug 1: CCC(=C(C1=CC=CC=C1)C2=CC=C(C=C2)OCCN(C)C)C3=CC=CC=C3.C(C(=O)O)C(CC(=O)O)(C(=O)O)O. Drug 2: CN1C(=O)N2C=NC(=C2N=N1)C(=O)N. Cell line: HT29. Synergy scores: CSS=8.56, Synergy_ZIP=5.85, Synergy_Bliss=8.64, Synergy_Loewe=16.6, Synergy_HSA=5.30. (4) Drug 1: CS(=O)(=O)C1=CC(=C(C=C1)C(=O)NC2=CC(=C(C=C2)Cl)C3=CC=CC=N3)Cl. Drug 2: CC1C(C(CC(O1)OC2CC(CC3=C2C(=C4C(=C3O)C(=O)C5=CC=CC=C5C4=O)O)(C(=O)C)O)N)O. Cell line: ACHN. Synergy scores: CSS=59.9, Synergy_ZIP=1.81, Synergy_Bliss=1.41, Synergy_Loewe=3.22, Synergy_HSA=3.23. (5) Drug 1: CCN(CC)CCNC(=O)C1=C(NC(=C1C)C=C2C3=C(C=CC(=C3)F)NC2=O)C. Drug 2: C(=O)(N)NO. Cell line: NCI-H226. Synergy scores: CSS=2.05, Synergy_ZIP=-0.175, Synergy_Bliss=1.13, Synergy_Loewe=1.15, Synergy_HSA=1.18. (6) Drug 1: CN1CCC(CC1)COC2=C(C=C3C(=C2)N=CN=C3NC4=C(C=C(C=C4)Br)F)OC. Drug 2: C1C(C(OC1N2C=NC3=C(N=C(N=C32)Cl)N)CO)O. Cell line: K-562. Synergy scores: CSS=49.3, Synergy_ZIP=-3.08, Synergy_Bliss=-2.77, Synergy_Loewe=-8.74, Synergy_HSA=-3.08. (7) Drug 1: CC1=C2C(C(=O)C3(C(CC4C(C3C(C(C2(C)C)(CC1OC(=O)C(C(C5=CC=CC=C5)NC(=O)OC(C)(C)C)O)O)OC(=O)C6=CC=CC=C6)(CO4)OC(=O)C)OC)C)OC. Drug 2: COC1=CC(=CC(=C1O)OC)C2C3C(COC3=O)C(C4=CC5=C(C=C24)OCO5)OC6C(C(C7C(O6)COC(O7)C8=CC=CS8)O)O. Cell line: HCT116. Synergy scores: CSS=69.5, Synergy_ZIP=0.286, Synergy_Bliss=-0.273, Synergy_Loewe=1.80, Synergy_HSA=4.89.